Dataset: Catalyst prediction with 721,799 reactions and 888 catalyst types from USPTO. Task: Predict which catalyst facilitates the given reaction. (1) Reactant: [C:1]([O:5][C:6]([NH:8][C@H:9]([C:20]([OH:22])=[O:21])[CH2:10][CH2:11][O:12][Si:13]([C:16]([CH3:19])([CH3:18])[CH3:17])([CH3:15])[CH3:14])=[O:7])([CH3:4])([CH3:3])[CH3:2].[CH:23]1([CH3:33])[CH2:28][CH2:27][CH:26]([CH:29]([CH3:31])[CH3:30])[CH:25](O)[CH2:24]1.C(Cl)CCl. Product: [C:1]([O:5][C:6]([NH:8][C@H:9]([C:20]([O:22][C@@H:25]1[CH2:24][C@H:23]([CH3:33])[CH2:28][CH2:27][C@H:26]1[CH:29]([CH3:31])[CH3:30])=[O:21])[CH2:10][CH2:11][O:12][Si:13]([C:16]([CH3:19])([CH3:18])[CH3:17])([CH3:15])[CH3:14])=[O:7])([CH3:4])([CH3:2])[CH3:3]. The catalyst class is: 64. (2) Reactant: [Br:1][C:2]1[CH:3]=[C:4]([C:9](=[O:16])[CH2:10][C:11]([O:13][CH2:14][CH3:15])=[O:12])[C:5]([Cl:8])=[N:6][CH:7]=1.[CH:17](OCC)(OCC)[O:18][CH2:19][CH3:20].C1(C)C(C)=CC=CC=1. Product: [Br:1][C:2]1[CH:3]=[C:4]([C:9](/[C:10](=[CH:17]/[O:18][CH2:19][CH3:20])/[C:11]([O:13][CH2:14][CH3:15])=[O:12])=[O:16])[C:5]([Cl:8])=[N:6][CH:7]=1. The catalyst class is: 152. (3) Reactant: [CH2:1]([C:3]1[O:7][C:6]([C:8]2[CH:15]=[CH:14][C:11]([CH:12]=[O:13])=[CH:10][CH:9]=2)=[N:5][N:4]=1)[CH3:2].[CH:16]([Cl:19])([Cl:18])[Cl:17].[OH-].[K+]. Product: [Cl:17][C:16]([Cl:19])([Cl:18])[CH:12]([C:11]1[CH:14]=[CH:15][C:8]([C:6]2[O:7][C:3]([CH2:1][CH3:2])=[N:4][N:5]=2)=[CH:9][CH:10]=1)[OH:13]. The catalyst class is: 121.